Regression. Given two drug SMILES strings and cell line genomic features, predict the synergy score measuring deviation from expected non-interaction effect. From a dataset of NCI-60 drug combinations with 297,098 pairs across 59 cell lines. (1) Drug 1: COC1=C2C(=CC3=C1OC=C3)C=CC(=O)O2. Drug 2: CC1CCCC2(C(O2)CC(NC(=O)CC(C(C(=O)C(C1O)C)(C)C)O)C(=CC3=CSC(=N3)C)C)C. Cell line: NCIH23. Synergy scores: CSS=51.6, Synergy_ZIP=6.16, Synergy_Bliss=2.99, Synergy_Loewe=-5.02, Synergy_HSA=2.58. (2) Drug 1: C1CN1C2=NC(=NC(=N2)N3CC3)N4CC4. Drug 2: CN(C(=O)NC(C=O)C(C(C(CO)O)O)O)N=O. Cell line: MDA-MB-435. Synergy scores: CSS=23.7, Synergy_ZIP=-4.19, Synergy_Bliss=2.29, Synergy_Loewe=-11.9, Synergy_HSA=0.854. (3) Drug 1: COC1=NC(=NC2=C1N=CN2C3C(C(C(O3)CO)O)O)N. Drug 2: C(CC(=O)O)C(=O)CN.Cl. Cell line: A498. Synergy scores: CSS=-2.91, Synergy_ZIP=-0.917, Synergy_Bliss=-1.32, Synergy_Loewe=-7.42, Synergy_HSA=-4.54. (4) Drug 2: CC1=C(C=C(C=C1)C(=O)NC2=CC(=CC(=C2)C(F)(F)F)N3C=C(N=C3)C)NC4=NC=CC(=N4)C5=CN=CC=C5. Cell line: KM12. Synergy scores: CSS=6.38, Synergy_ZIP=0.291, Synergy_Bliss=-0.270, Synergy_Loewe=-44.2, Synergy_HSA=-1.86. Drug 1: CN(CC1=CN=C2C(=N1)C(=NC(=N2)N)N)C3=CC=C(C=C3)C(=O)NC(CCC(=O)O)C(=O)O. (5) Cell line: OVCAR-5. Synergy scores: CSS=12.6, Synergy_ZIP=-2.49, Synergy_Bliss=0.365, Synergy_Loewe=-21.8, Synergy_HSA=-5.23. Drug 1: CC1C(C(CC(O1)OC2CC(CC3=C2C(=C4C(=C3O)C(=O)C5=C(C4=O)C(=CC=C5)OC)O)(C(=O)C)O)N)O.Cl. Drug 2: CCCS(=O)(=O)NC1=C(C(=C(C=C1)F)C(=O)C2=CNC3=C2C=C(C=N3)C4=CC=C(C=C4)Cl)F.